From a dataset of Forward reaction prediction with 1.9M reactions from USPTO patents (1976-2016). Predict the product of the given reaction. Given the reactants [CH:1]1([OH:5])[CH2:4][CH2:3][CH2:2]1.ClC(Cl)(O[C:10](=[O:16])OC(Cl)(Cl)Cl)Cl.CCN(CC)CC.[CH3:25][S:26]([C:29]1[CH:34]=[CH:33][C:32]([CH2:35][CH2:36][CH2:37][CH2:38][CH:39]2[CH2:44][CH2:43][NH:42][CH2:41][CH2:40]2)=[CH:31][CH:30]=1)(=[O:28])=[O:27], predict the reaction product. The product is: [CH:1]1([O:5][C:10]([N:42]2[CH2:41][CH2:40][CH:39]([CH2:38][CH2:37][CH2:36][CH2:35][C:32]3[CH:31]=[CH:30][C:29]([S:26]([CH3:25])(=[O:28])=[O:27])=[CH:34][CH:33]=3)[CH2:44][CH2:43]2)=[O:16])[CH2:4][CH2:3][CH2:2]1.